From a dataset of Forward reaction prediction with 1.9M reactions from USPTO patents (1976-2016). Predict the product of the given reaction. (1) Given the reactants [NH2:1][C:2]1[CH:31]=[CH:30][C:5]([CH2:6][C:7]2[NH:15][C:14]3[C:13](=[O:16])[N:12]([CH2:17][C:18]4[CH:23]=[CH:22][CH:21]=[CH:20][C:19]=4[F:24])[C:11](=[O:25])[N:10]([CH2:26][CH2:27][CH2:28][CH3:29])[C:9]=3[N:8]=2)=[CH:4][CH:3]=1.[CH3:32][CH:33]([S:35](Cl)(=[O:37])=[O:36])[CH3:34], predict the reaction product. The product is: [CH2:26]([N:10]1[C:9]2[N:8]=[C:7]([CH2:6][C:5]3[CH:4]=[CH:3][C:2]([NH:1][S:35]([CH:33]([CH3:34])[CH3:32])(=[O:37])=[O:36])=[CH:31][CH:30]=3)[NH:15][C:14]=2[C:13](=[O:16])[N:12]([CH2:17][C:18]2[CH:23]=[CH:22][CH:21]=[CH:20][C:19]=2[F:24])[C:11]1=[O:25])[CH2:27][CH2:28][CH3:29]. (2) Given the reactants [C:1]1([C:7]2[CH:8]=[C:9]3[C:13](=[CH:14][CH:15]=2)[NH:12][C:11](=[O:16])[CH2:10]3)[CH:6]=[CH:5][CH:4]=[CH:3][CH:2]=1.[C:17]1([CH:27]=O)[C:26]2[C:20]([CH:21]=[CH:22][CH:23]=[CH:24][CH:25]=2)=[CH:19][CH:18]=1.N1CCCC1, predict the reaction product. The product is: [C:17]1(/[CH:27]=[C:10]2\[C:11](=[O:16])[NH:12][C:13]3[C:9]\2=[CH:8][C:7]([C:1]2[CH:2]=[CH:3][CH:4]=[CH:5][CH:6]=2)=[CH:15][CH:14]=3)=[CH:18][CH:19]=[C:20]2[CH:21]=[CH:22][CH:23]=[CH:24][CH:25]=[C:26]12. (3) Given the reactants [C:1]1([C@@H:7]([C:11]2[CH:16]=[CH:15][C:14]([S:17]([CH3:20])(=[O:19])=[O:18])=[CH:13][CH:12]=2)[CH2:8][CH2:9][OH:10])[CH:6]=[CH:5][CH:4]=[CH:3][CH:2]=1.CC(OI1(OC(C)=O)(OC(C)=O)OC(=O)C2C=CC=CC1=2)=O, predict the reaction product. The product is: [C:1]1([C@@H:7]([C:11]2[CH:12]=[CH:13][C:14]([S:17]([CH3:20])(=[O:19])=[O:18])=[CH:15][CH:16]=2)[CH2:8][CH:9]=[O:10])[CH:2]=[CH:3][CH:4]=[CH:5][CH:6]=1. (4) Given the reactants [F:1][C:2]([F:15])([F:14])[C:3]1[CH:12]=[CH:11][C:10]2[C:9]([OH:13])=[CH:8][CH:7]=[CH:6][C:5]=2[N:4]=1.N1C=CC=CC=1.[F:22][C:23]([F:36])([F:35])[S:24](O[S:24]([C:23]([F:36])([F:35])[F:22])(=[O:26])=[O:25])(=[O:26])=[O:25].O, predict the reaction product. The product is: [F:22][C:23]([F:36])([F:35])[S:24]([O:13][C:9]1[CH:8]=[CH:7][CH:6]=[C:5]2[C:10]=1[CH:11]=[CH:12][C:3]([C:2]([F:1])([F:14])[F:15])=[N:4]2)(=[O:26])=[O:25]. (5) Given the reactants [NH:1]([C:8]1[N:17]=[CH:16][C:15]2[CH2:14][CH2:13][C:12]3[C:18]([C:22]([OH:24])=O)=[N:19][N:20]([CH3:21])[C:11]=3[C:10]=2[N:9]=1)[C:2]1[CH:7]=[CH:6][CH:5]=[CH:4][CH:3]=1.[OH:25][N:26]1C2C=CC=CC=2N=N1.CN1CCOCC1.Cl.CN(C)CCCN=C=NCC.C1(C(NO)(C2C=CC=CC=2)C2C=CC=CC=2)C=CC=CC=1, predict the reaction product. The product is: [NH:1]([C:8]1[N:17]=[CH:16][C:15]2[CH2:14][CH2:13][C:12]3[C:18]([C:22]([NH:26][OH:25])=[O:24])=[N:19][N:20]([CH3:21])[C:11]=3[C:10]=2[N:9]=1)[C:2]1[CH:7]=[CH:6][CH:5]=[CH:4][CH:3]=1. (6) Given the reactants C1(P(C2C=CC=CC=2)C2C=CC3C(=CC=CC=3)C=2C2C3C(=CC=CC=3)C=CC=2P(C2C=CC=CC=2)C2C=CC=CC=2)C=CC=CC=1.Cl[C:48]1[CH:53]=[C:52]([NH:54][C:55]2[CH:64]=[CH:63][CH:62]=[CH:61][C:56]=2[C:57]([NH:59][CH3:60])=[O:58])[C:51]([Cl:65])=[CH:50][N:49]=1.[CH3:66][N:67]1[C:71]([NH2:72])=[CH:70][C:69]([C:73]2[CH:78]=[CH:77][CH:76]=[CH:75][CH:74]=2)=[N:68]1.C(=O)([O-])[O-].[Cs+].[Cs+], predict the reaction product. The product is: [Cl:65][C:51]1[C:52]([NH:54][C:55]2[CH:64]=[CH:63][CH:62]=[CH:61][C:56]=2[C:57]([NH:59][CH3:60])=[O:58])=[CH:53][C:48]([NH:72][C:71]2[N:67]([CH3:66])[N:68]=[C:69]([C:73]3[CH:78]=[CH:77][CH:76]=[CH:75][CH:74]=3)[CH:70]=2)=[N:49][CH:50]=1. (7) The product is: [Br:23][C:17]1([CH:21]=[O:22])[CH:18]=[CH:19][CH:20]=[C:15]([C:6]2[CH:7]=[C:8]([O:11][CH2:12][O:13][CH3:14])[CH:9]=[CH:10][C:5]=2[C:4]([OH:24])=[O:3])[CH2:16]1. Given the reactants C([O:3][C:4](=[O:24])[C:5]1[CH:10]=[CH:9][C:8]([O:11][CH2:12][O:13][CH3:14])=[CH:7][C:6]=1[C:15]1[CH2:16][C:17]([Br:23])([CH:21]=[O:22])[CH:18]=[CH:19][CH:20]=1)C.[OH-].[K+].CCOC(C)=O, predict the reaction product. (8) Given the reactants [CH2:1]1[C:13]2[CH2:12][C:11]3[C:6](=[CH:7][CH:8]=[CH:9][CH:10]=3)[C:5]=2[CH2:4][CH2:3][CH2:2]1.C1COCC1.C([Li:23])CCC, predict the reaction product. The product is: [CH:10]1([Li:23])[C:11]2[CH2:12][C:13]3[C:5](=[CH:4][CH:3]=[CH:2][CH:1]=3)[C:6]=2[CH2:7][CH2:8][CH2:9]1.